This data is from TCR-epitope binding with 47,182 pairs between 192 epitopes and 23,139 TCRs. The task is: Binary Classification. Given a T-cell receptor sequence (or CDR3 region) and an epitope sequence, predict whether binding occurs between them. (1) The epitope is TLIGDCATV. The TCR CDR3 sequence is CASSLLAGGRNEQFF. Result: 1 (the TCR binds to the epitope). (2) The epitope is GTSGSPIINR. The TCR CDR3 sequence is CASSQSGGDEQYF. Result: 0 (the TCR does not bind to the epitope). (3) The epitope is YLDAYNMMI. The TCR CDR3 sequence is CAISAPLAGNTYEQYF. Result: 1 (the TCR binds to the epitope). (4) The epitope is NLVPMVATV. The TCR CDR3 sequence is CASSPSSAIYEQYF. Result: 1 (the TCR binds to the epitope). (5) The epitope is PKYVKQNTLKLAT. The TCR CDR3 sequence is CASGTFGGGSYNEQFF. Result: 1 (the TCR binds to the epitope). (6) The epitope is HTTDPSFLGRY. The TCR CDR3 sequence is CASRPLEGNGELFF. Result: 1 (the TCR binds to the epitope). (7) The epitope is HTTDPSFLGRY. The TCR CDR3 sequence is CATTQGWGQGETQYF. Result: 1 (the TCR binds to the epitope). (8) The epitope is ILGLPTQTV. The TCR CDR3 sequence is CASSLVWGHEQFF. Result: 1 (the TCR binds to the epitope). (9) The epitope is FLYNLLTRV. The TCR CDR3 sequence is CASRTTSGGASEQFF. Result: 0 (the TCR does not bind to the epitope). (10) The epitope is SEVGPEHSLAEY. The TCR CDR3 sequence is CASSSHDRLAGLNEQYF. Result: 0 (the TCR does not bind to the epitope).